From a dataset of TCR-epitope binding with 47,182 pairs between 192 epitopes and 23,139 TCRs. Binary Classification. Given a T-cell receptor sequence (or CDR3 region) and an epitope sequence, predict whether binding occurs between them. (1) The epitope is ELAGIGILTV. The TCR CDR3 sequence is CASSYGTGNGYTF. Result: 1 (the TCR binds to the epitope). (2) The epitope is EIYKRWII. The TCR CDR3 sequence is CASSLPGQGRTPLHF. Result: 1 (the TCR binds to the epitope).